Dataset: Peptide-MHC class II binding affinity with 134,281 pairs from IEDB. Task: Regression. Given a peptide amino acid sequence and an MHC pseudo amino acid sequence, predict their binding affinity value. This is MHC class II binding data. The peptide sequence is VSTVVTATGLALSLLL. The MHC is DRB1_0301 with pseudo-sequence DRB1_0301. The binding affinity (normalized) is 0.